From a dataset of Peptide-MHC class I binding affinity with 185,985 pairs from IEDB/IMGT. Regression. Given a peptide amino acid sequence and an MHC pseudo amino acid sequence, predict their binding affinity value. This is MHC class I binding data. (1) The peptide sequence is RQYTAFTLPS. The MHC is Mamu-B08 with pseudo-sequence Mamu-B08. The binding affinity (normalized) is 0.450. (2) The peptide sequence is TEQFINYCL. The MHC is HLA-B44:02 with pseudo-sequence HLA-B44:02. The binding affinity (normalized) is 0.574. (3) The peptide sequence is SSIFRFHSE. The MHC is HLA-B08:01 with pseudo-sequence HLA-B08:01. The binding affinity (normalized) is 0.333. (4) The peptide sequence is MQLQLNCAY. The MHC is HLA-A02:01 with pseudo-sequence HLA-A02:01. The binding affinity (normalized) is 0.0847.